From a dataset of Full USPTO retrosynthesis dataset with 1.9M reactions from patents (1976-2016). Predict the reactants needed to synthesize the given product. (1) Given the product [CH3:1][S:2]([N:5]1[CH2:6][CH:7]=[C:8]([C:11]2[CH:12]=[C:13]3[CH2:19][C@:18]([CH3:26])([CH:20]4[CH2:25][CH2:24][N:23]([CH2:32][C:29]5([C:28]([F:39])([F:38])[F:27])[CH2:31][CH2:30]5)[CH2:22][CH2:21]4)[O:17][C:14]3=[CH:15][N:16]=2)[CH2:9][CH2:10]1)(=[O:3])=[O:4], predict the reactants needed to synthesize it. The reactants are: [CH3:1][S:2]([N:5]1[CH2:10][CH:9]=[C:8]([C:11]2[CH:12]=[C:13]3[CH2:19][C@@:18]([CH3:26])([CH:20]4[CH2:25][CH2:24][NH:23][CH2:22][CH2:21]4)[O:17][C:14]3=[CH:15][N:16]=2)[CH2:7][CH2:6]1)(=[O:4])=[O:3].[F:27][C:28]([F:39])([F:38])[C:29]1([CH2:32]OS(C)(=O)=O)[CH2:31][CH2:30]1. (2) The reactants are: [CH3:1][C:2]1[S:3][C:4]([CH3:21])=[C:5]([CH2:10][C:11]2[CH:16]=[CH:15][C:14]([C:17]([F:20])([F:19])[F:18])=[CH:13][CH:12]=2)[C:6]=1[C:7](O)=[O:8].[NH2:22][C:23]1([C:26]2[CH:33]=[CH:32][C:29]([C:30]#[N:31])=[CH:28][CH:27]=2)[CH2:25][CH2:24]1. Given the product [C:30]([C:29]1[CH:28]=[CH:27][C:26]([C:23]2([NH:22][C:7]([C:6]3[C:5]([CH2:10][C:11]4[CH:12]=[CH:13][C:14]([C:17]([F:20])([F:19])[F:18])=[CH:15][CH:16]=4)=[C:4]([CH3:21])[S:3][C:2]=3[CH3:1])=[O:8])[CH2:25][CH2:24]2)=[CH:33][CH:32]=1)#[N:31], predict the reactants needed to synthesize it. (3) The reactants are: [NH2:1][CH:2]1[CH2:8][CH:7]2[N:9]([CH3:10])[CH:4]([CH2:5][CH2:6]2)[CH2:3]1.[C:11]1([C:17]2[O:18][C:19]3[C:25]([C:26](O)=[O:27])=[CH:24][CH:23]=[CH:22][C:20]=3[N:21]=2)[CH:16]=[CH:15][CH:14]=[CH:13][CH:12]=1. Given the product [CH3:10][N:9]1[CH:7]2[CH2:6][CH2:5][CH:4]1[CH2:3][CH:2]([NH:1][C:26]([C:25]1[C:19]3[O:18][C:17]([C:11]4[CH:16]=[CH:15][CH:14]=[CH:13][CH:12]=4)=[N:21][C:20]=3[CH:22]=[CH:23][CH:24]=1)=[O:27])[CH2:8]2, predict the reactants needed to synthesize it. (4) The reactants are: COC1C=CC(C(F)(F)F)=CC=1N.C1N=C[N:16]([C:19](N2C=NC=C2)=[O:20])C=1.[CH3:26][NH:27][C:28]([C:30]1[CH:35]=[C:34]([O:36][C:37]2[CH:43]=[CH:42][C:40]([NH2:41])=[CH:39][CH:38]=2)[CH:33]=[CH:32][N:31]=1)=[O:29].O. Given the product [CH3:26][NH:27][C:28]([C:30]1[CH:35]=[C:34]([O:36][C:37]2[CH:43]=[CH:42][C:40]([NH:41][C:19]([NH2:16])=[O:20])=[CH:39][CH:38]=2)[CH:33]=[CH:32][N:31]=1)=[O:29], predict the reactants needed to synthesize it. (5) Given the product [CH2:1]([O:3][C:4]1[CH:5]=[C:6]([CH:12]([N:17]2[CH2:25][C:24]3[C:19](=[CH:20][CH:21]=[CH:22][CH:23]=3)[C:18]2=[O:26])[CH2:13][C:14]([NH:28][OH:29])=[O:15])[CH:7]=[CH:8][C:9]=1[O:10][CH3:11])[CH3:2], predict the reactants needed to synthesize it. The reactants are: [CH2:1]([O:3][C:4]1[CH:5]=[C:6]([CH:12]([N:17]2[CH2:25][C:24]3[C:19](=[CH:20][CH:21]=[CH:22][CH:23]=3)[C:18]2=[O:26])[CH2:13][C:14](O)=[O:15])[CH:7]=[CH:8][C:9]=1[O:10][CH3:11])[CH3:2].Cl.[NH2:28][OH:29].O.